This data is from TCR-epitope binding with 47,182 pairs between 192 epitopes and 23,139 TCRs. The task is: Binary Classification. Given a T-cell receptor sequence (or CDR3 region) and an epitope sequence, predict whether binding occurs between them. (1) The epitope is FLPRVFSAV. The TCR CDR3 sequence is CASSLEGWGNQPQHF. Result: 0 (the TCR does not bind to the epitope). (2) Result: 0 (the TCR does not bind to the epitope). The TCR CDR3 sequence is CASSLTTSYEQYF. The epitope is IQYIDIGNY. (3) The epitope is AVFDRKSDAK. The TCR CDR3 sequence is CASSGGTSAYNEQFF. Result: 1 (the TCR binds to the epitope). (4) The epitope is FTYASALWEI. The TCR CDR3 sequence is CASSQDRAPSYEQYF. Result: 0 (the TCR does not bind to the epitope). (5) Result: 0 (the TCR does not bind to the epitope). The TCR CDR3 sequence is CASSQDLPSSYNSPLHF. The epitope is GTSGSPIIDK. (6) The epitope is SLVKPSFYV. The TCR CDR3 sequence is CASSFSAGVSTDTQYF. Result: 0 (the TCR does not bind to the epitope).